From a dataset of Acute oral toxicity (LD50) regression data from Zhu et al.. Regression/Classification. Given a drug SMILES string, predict its toxicity properties. Task type varies by dataset: regression for continuous values (e.g., LD50, hERG inhibition percentage) or binary classification for toxic/non-toxic outcomes (e.g., AMES mutagenicity, cardiotoxicity, hepatotoxicity). Dataset: ld50_zhu. (1) The compound is CC=CC(C)C1(CC)C(=O)NC(=O)NC1=O. The rat oral LD50 is 4.05, given as -log10 of the dose in mol/kg body weight (higher means more acutely toxic). (2) The molecule is OC(c1ccccc1)(c1cncnc1)c1ccc(Cl)cc1Cl. The rat oral LD50 is 2.74, given as -log10 of the dose in mol/kg body weight (higher means more acutely toxic). (3) The rat oral LD50 is 2.76, given as -log10 of the dose in mol/kg body weight (higher means more acutely toxic). The compound is C=CCNC(N)=S.